From a dataset of Reaction yield outcomes from USPTO patents with 853,638 reactions. Predict the reaction yield, written as a fraction of the theoretical maximum amount of product (1.0 means a 100% yield; for example, 0.34 means a 34% yield). (1) The reactants are [Cl:1][C:2]1[CH:3]=[CH:4][C:5]([O:22][CH2:23][C:24]2[CH:29]=[CH:28][C:27]([Cl:30])=[CH:26][C:25]=2[F:31])=[C:6]([CH:21]=1)[CH2:7][N:8]1[C:16]2[CH:15]=[CH:14][CH:13]=[C:12]([C:17]([O:19]C)=[O:18])[C:11]=2[CH:10]=[CH:9]1.ClN1C(=[O:38])CCC1=O.OP(O)(O)=O.C([O-])([O-])=O.[Na+:49].[Na+]. The catalyst is C(Cl)Cl. The product is [Cl:1][C:2]1[CH:3]=[CH:4][C:5]([O:22][CH2:23][C:24]2[CH:29]=[CH:28][C:27]([Cl:30])=[CH:26][C:25]=2[F:31])=[C:6]([CH:21]=1)[CH2:7][N:8]1[C:16]2[CH:15]=[CH:14][CH:13]=[C:12]([C:17]([O-:19])=[O:18])[C:11]=2[CH2:10][C:9]1=[O:38].[Na+:49]. The yield is 0.283. (2) The reactants are [CH2:1]([O:3][C:4]1[CH:5]=[C:6]2[C:11](=[C:12]3[CH2:16][C:15]([CH3:18])([CH3:17])[O:14][C:13]=13)[C:10]([C:19]1[CH:24]=[CH:23][C:22](/[CH:25]=[CH:26]/[C:27]([O:29]C)=[O:28])=[C:21]([NH:31][C:32]([C:34]3[NH:35][C:36]4[C:41]([CH:42]=3)=[CH:40][CH:39]=[CH:38][CH:37]=4)=[O:33])[CH:20]=1)=[N:9][C:8]([CH3:44])([CH3:43])[CH2:7]2)[CH3:2].[OH-].[Na+].Cl. The catalyst is CO.O1CCCC1. The product is [CH2:1]([O:3][C:4]1[CH:5]=[C:6]2[C:11](=[C:12]3[CH2:16][C:15]([CH3:18])([CH3:17])[O:14][C:13]=13)[C:10]([C:19]1[CH:24]=[CH:23][C:22](/[CH:25]=[CH:26]/[C:27]([OH:29])=[O:28])=[C:21]([NH:31][C:32]([C:34]3[NH:35][C:36]4[C:41]([CH:42]=3)=[CH:40][CH:39]=[CH:38][CH:37]=4)=[O:33])[CH:20]=1)=[N:9][C:8]([CH3:43])([CH3:44])[CH2:7]2)[CH3:2]. The yield is 0.580. (3) The product is [Cl:1][C:2]1[C:11]([CH2:12][CH2:13][C:14]2[CH:19]=[N:18][C:17]([NH:20][C:21]3[CH:22]=[N:23][N:24]([CH3:26])[CH:25]=3)=[N:16][CH:15]=2)=[CH:10][C:5]([C:6]([O:8][CH3:9])=[O:7])=[CH:4][C:3]=1[O:27][CH3:28]. The yield is 0.478. The catalyst is C1COCC1.O. The reactants are [Cl:1][C:2]1[C:11](/[CH:12]=[CH:13]/[C:14]2[CH:15]=[N:16][C:17]([NH:20][C:21]3[CH:22]=[N:23][N:24]([CH3:26])[CH:25]=3)=[N:18][CH:19]=2)=[CH:10][C:5]([C:6]([O:8][CH3:9])=[O:7])=[CH:4][C:3]=1[O:27][CH3:28].CC1C=CC(S(NN)(=O)=O)=CC=1.C([O-])(=O)C.[Na+]. (4) The reactants are Br[C:2]1[CH:3]=[C:4]([NH2:8])[CH:5]=[N:6][CH:7]=1.[CH3:9][O:10][C:11]1[CH:16]=[CH:15][C:14](B(O)O)=[CH:13][CH:12]=1.C([O-])([O-])=O.[K+].[K+]. The catalyst is CN(C=O)C.O.C1C=CC([P]([Pd]([P](C2C=CC=CC=2)(C2C=CC=CC=2)C2C=CC=CC=2)([P](C2C=CC=CC=2)(C2C=CC=CC=2)C2C=CC=CC=2)[P](C2C=CC=CC=2)(C2C=CC=CC=2)C2C=CC=CC=2)(C2C=CC=CC=2)C2C=CC=CC=2)=CC=1. The product is [CH3:9][O:10][C:11]1[CH:16]=[CH:15][C:14]([C:2]2[CH:3]=[C:4]([NH2:8])[CH:5]=[N:6][CH:7]=2)=[CH:13][CH:12]=1. The yield is 0.440. (5) The reactants are [C:1]1([NH2:8])[CH:6]=[CH:5][CH:4]=[CH:3][C:2]=1[NH2:7].[CH2:9]([O:13][C:14]1[CH:15]=[C:16]([CH:22]=[CH:23][CH:24]=1)[O:17][CH2:18][C:19](O)=O)[CH:10]([CH3:12])[CH3:11]. The catalyst is Cl. The product is [N:7]1[C:2]2[CH:3]=[CH:4][CH:5]=[CH:6][C:1]=2[NH:8][C:19]=1[CH2:18][O:17][C:16]1[CH:22]=[CH:23][CH:24]=[C:14]([O:13][CH2:9][CH:10]([CH3:11])[CH3:12])[CH:15]=1. The yield is 0.590.